This data is from Catalyst prediction with 721,799 reactions and 888 catalyst types from USPTO. The task is: Predict which catalyst facilitates the given reaction. (1) Reactant: [CH3:1][C:2]([O:5][C:6]([N:8]1[CH2:12][C@H:11]([C:13]([OH:15])=O)[CH2:10][CH2:9]1)=[O:7])([CH3:4])[CH3:3].C[N:17]([C:19]([O:23]N1N=NC2C=CC(=CC1=2)Cl)=[N+](C)C)C.F[P-](F)(F)(F)(F)F.[CH:41]1C=CC2N(O)N=NC=2C=1.Cl.CNOC.CN(C=O)C.CCN(C(C)C)C(C)C. Product: [C:2]([O:5][C:6]([N:8]1[CH2:9][CH2:10][C@@H:11]([C:13](=[O:15])[NH:17][CH2:19][O:23][CH3:41])[CH2:12]1)=[O:7])([CH3:1])([CH3:3])[CH3:4]. The catalyst class is: 250. (2) Reactant: [CH3:1][O:2][C:3]1[CH:8]=[CH:7][C:6]([NH:9][C:10]2[CH:15]=[CH:14][CH:13]=[CH:12][C:11]=2[NH:16][C:17]([C:19]2[NH:20][CH:21]=[CH:22][CH:23]=2)=O)=[CH:5][CH:4]=1. Product: [CH3:1][O:2][C:3]1[CH:8]=[CH:7][C:6]([N:9]2[C:10]3[CH:15]=[CH:14][CH:13]=[CH:12][C:11]=3[N:16]=[C:17]2[C:19]2[NH:20][CH:21]=[CH:22][CH:23]=2)=[CH:5][CH:4]=1. The catalyst class is: 52. (3) The catalyst class is: 50. Product: [F:1][C:2]1[C:7]([O:8][CH3:9])=[CH:6][CH:5]=[CH:4][C:3]=1[CH2:10][CH2:11][CH2:12][CH2:13][C:14]([OH:16])=[O:15]. Reactant: [F:1][C:2]1[C:7]([O:8][CH3:9])=[CH:6][CH:5]=[CH:4][C:3]=1[CH:10]=[CH:11][CH2:12][CH2:13][C:14]([OH:16])=[O:15]. (4) Reactant: CN(C(ON1N=N[C:11]2[CH:12]=[CH:13][CH:14]=N[C:10]1=2)=[N+](C)C)C.F[P-](F)(F)(F)(F)F.[C:25]([O:29][C:30]([N:32]1[CH2:38][CH2:37][CH2:36][NH:35][CH2:34][CH2:33]1)=[O:31])([CH3:28])([CH3:27])[CH3:26].CCN(C(C)C)C(C)C.C(O)(=O)C[C:50](CC(O)=O)(C(O)=O)[OH:51]. Product: [C:25]([O:29][C:30]([N:32]1[CH2:38][CH2:37][CH2:36][N:35]([C:50]([C:11]2([CH3:10])[CH2:12][CH2:13][CH2:14]2)=[O:51])[CH2:34][CH2:33]1)=[O:31])([CH3:28])([CH3:26])[CH3:27]. The catalyst class is: 4. (5) Reactant: [H-].[Al+3].[Li+].[H-].[H-].[H-].[CH2:7]([C:10]1[C:14]([C:15](OCC)=[O:16])=[CH:13][N:12]([CH2:20][C:21]2[CH:26]=[CH:25][C:24]([C:27]([F:30])([F:29])[F:28])=[CH:23][CH:22]=2)[N:11]=1)[CH2:8][CH3:9].C(C1N(CC2C=CC(C(F)(F)F)=CC=2)N=CC=1C(OCC)=O)CC. Product: [CH2:7]([C:10]1[C:14]([CH2:15][OH:16])=[CH:13][N:12]([CH2:20][C:21]2[CH:26]=[CH:25][C:24]([C:27]([F:29])([F:30])[F:28])=[CH:23][CH:22]=2)[N:11]=1)[CH2:8][CH3:9]. The catalyst class is: 7. (6) Reactant: C([O-])([O-])=O.[Na+].[Na+].C([O-])(O)=O.[Na+].[CH2:12]([O:14][C:15]([C:17]1[NH:18][C:19]([CH2:22][NH2:23])=[CH:20][CH:21]=1)=[O:16])[CH3:13].[C:24](O[C:24]([O:26][C:27]([CH3:30])([CH3:29])[CH3:28])=[O:25])([O:26][C:27]([CH3:30])([CH3:29])[CH3:28])=[O:25].Cl. Product: [C:27]([O:26][C:24](=[O:25])[NH:23][CH2:22][C:19]1[NH:18][C:17]([C:15]([O:14][CH2:12][CH3:13])=[O:16])=[CH:21][CH:20]=1)([CH3:30])([CH3:29])[CH3:28]. The catalyst class is: 90. (7) Reactant: [CH3:1][C:2]1([CH3:16])[C:15]2[CH:14]=[CH:13][CH:12]=[CH:11][C:10]=2[NH:9][C:8]2[C:3]1=[CH:4][CH:5]=[CH:6][CH:7]=2.[Br-:17].[Br-:18].[Br-].C[N+](C)(C)C1C=CC=CC=1.C[N+](C1C=CC=CC=1)(C)C.C[N+](C1C=CC=CC=1)(C)C. Product: [Br:17][C:5]1[CH:6]=[CH:7][C:8]2[NH:9][C:10]3[C:15](=[CH:14][C:13]([Br:18])=[CH:12][CH:11]=3)[C:2]([CH3:16])([CH3:1])[C:3]=2[CH:4]=1. The catalyst class is: 20. (8) Reactant: [N:1]1[CH:6]=[CH:5][CH:4]=[CH:3][C:2]=1[CH2:7][CH2:8]O.C1(P(C2C=CC=CC=2)C2C=CC=CC=2)C=CC=CC=1.C(Br)(Br)(Br)[Br:30].C(OCC)C. Product: [Br:30][CH2:8][CH2:7][C:2]1[CH:3]=[CH:4][CH:5]=[CH:6][N:1]=1. The catalyst class is: 7. (9) Reactant: [Cl-].O[NH3+:3].[C:4](=[O:7])([O-])[OH:5].[Na+].CS(C)=O.[CH2:13]([C:17]1[N:18]=[C:19]([CH3:50])[N:20]([CH2:39][C:40]2[CH:45]=[CH:44][C:43]([C:46]([CH3:49])([CH3:48])[CH3:47])=[CH:42][CH:41]=2)[C:21](=[O:38])[C:22]=1[CH2:23][C:24]1[CH:29]=[CH:28][C:27]([C:30]2[C:31]([C:36]#[N:37])=[CH:32][CH:33]=[CH:34][CH:35]=2)=[CH:26][CH:25]=1)[CH2:14][CH2:15][CH3:16]. Product: [CH2:13]([C:17]1[N:18]=[C:19]([CH3:50])[N:20]([CH2:39][C:40]2[CH:45]=[CH:44][C:43]([C:46]([CH3:49])([CH3:48])[CH3:47])=[CH:42][CH:41]=2)[C:21](=[O:38])[C:22]=1[CH2:23][C:24]1[CH:29]=[CH:28][C:27]([C:30]2[CH:35]=[CH:34][CH:33]=[CH:32][C:31]=2[C:36]2[NH:3][C:4](=[O:7])[O:5][N:37]=2)=[CH:26][CH:25]=1)[CH2:14][CH2:15][CH3:16]. The catalyst class is: 13. (10) Reactant: [CH3:1][O:2][CH2:3][CH2:4][CH2:5][O:6][C:7]1[C:12]2[CH:13]=[CH:14][O:15][C:11]=2[CH:10]=[C:9]([CH:16]([NH:18][CH:19]2[CH2:21][CH2:20]2)[CH3:17])[CH:8]=1.[C:22]([O:26][C:27]([N:29]1[CH2:34][CH2:33][O:32][CH:31]([C:35](O)=[O:36])[CH2:30]1)=[O:28])([CH3:25])([CH3:24])[CH3:23].Cl.C(N=C=NCCCN(C)C)C.ON1C2C=CC=CC=2N=N1.C(=O)([O-])O.[Na+]. Product: [CH:19]1([N:18]([CH:16]([C:9]2[CH:8]=[C:7]([O:6][CH2:5][CH2:4][CH2:3][O:2][CH3:1])[C:12]3[CH:13]=[CH:14][O:15][C:11]=3[CH:10]=2)[CH3:17])[C:35]([C@@H:31]2[O:32][CH2:33][CH2:34][N:29]([C:27]([O:26][C:22]([CH3:25])([CH3:24])[CH3:23])=[O:28])[CH2:30]2)=[O:36])[CH2:20][CH2:21]1. The catalyst class is: 9.